Task: Regression. Given a peptide amino acid sequence and an MHC pseudo amino acid sequence, predict their binding affinity value. This is MHC class I binding data.. Dataset: Peptide-MHC class I binding affinity with 185,985 pairs from IEDB/IMGT (1) The peptide sequence is LMPLARFWL. The MHC is HLA-A69:01 with pseudo-sequence HLA-A69:01. The binding affinity (normalized) is 0.215. (2) The MHC is HLA-B51:01 with pseudo-sequence HLA-B51:01. The binding affinity (normalized) is 0.0847. The peptide sequence is TRDHVNLVL.